From a dataset of Forward reaction prediction with 1.9M reactions from USPTO patents (1976-2016). Predict the product of the given reaction. Given the reactants Br[C:2]1[CH:3]=[C:4]([C@:8]2([CH3:24])[CH2:13][C@@H:12]([CH2:14][OH:15])[S:11][C:10]([NH:16][C:17](=[O:23])[O:18][C:19]([CH3:22])([CH3:21])[CH3:20])=[N:9]2)[CH:5]=[CH:6][CH:7]=1.[N:25]1[CH:30]=[C:29](B(O)O)[CH:28]=[N:27][CH:26]=1.C(=O)([O-])[O-].[Cs+].[Cs+], predict the reaction product. The product is: [OH:15][CH2:14][C@H:12]1[S:11][C:10]([NH:16][C:17](=[O:23])[O:18][C:19]([CH3:22])([CH3:21])[CH3:20])=[N:9][C@:8]([CH3:24])([C:4]2[CH:5]=[CH:6][CH:7]=[C:2]([C:29]3[CH:30]=[N:25][CH:26]=[N:27][CH:28]=3)[CH:3]=2)[CH2:13]1.